This data is from Forward reaction prediction with 1.9M reactions from USPTO patents (1976-2016). The task is: Predict the product of the given reaction. (1) The product is: [Br:4][C:5]1[N:6]=[C:7]([CH:19]=[O:2])[S:8][C:9]=1[C:10]1[CH:15]=[CH:14][C:13]([CH2:16][CH2:17][CH3:18])=[CH:12][CH:11]=1. Given the reactants [Se](=O)=[O:2].[Br:4][C:5]1[N:6]=[C:7]([CH3:19])[S:8][C:9]=1[C:10]1[CH:15]=[CH:14][C:13]([CH2:16][CH2:17][CH3:18])=[CH:12][CH:11]=1, predict the reaction product. (2) Given the reactants I[C:2]1[O:3][C:4]([C:7]2[CH:8]=[C:9]3[C:13](=[CH:14][CH:15]=2)[NH:12][N:11]=[C:10]3[CH3:16])=[CH:5][N:6]=1.[CH3:17][O:18][C:19]1[CH:24]=[CH:23][C:22]([CH2:25][NH2:26])=[CH:21][CH:20]=1, predict the reaction product. The product is: [CH3:17][O:18][C:19]1[CH:24]=[CH:23][C:22]([CH2:25][NH:26][C:2]2[O:3][C:4]([C:7]3[CH:8]=[C:9]4[C:13](=[CH:14][CH:15]=3)[NH:12][N:11]=[C:10]4[CH3:16])=[CH:5][N:6]=2)=[CH:21][CH:20]=1. (3) Given the reactants Br[CH2:2][C:3]([C:5]1[CH:10]=[CH:9][C:8]([O:11][Si:12]([CH:19]([CH3:21])[CH3:20])([CH:16]([CH3:18])[CH3:17])[CH:13]([CH3:15])[CH3:14])=[C:7]([CH3:22])[CH:6]=1)=[O:4].Cl.Cl.[CH2:25]([O:27][C:28]1[N:33]=[CH:32][C:31]([C:34]2([OH:40])[CH2:39][CH2:38][NH:37][CH2:36][CH2:35]2)=[CH:30][CH:29]=1)[CH3:26], predict the reaction product. The product is: [CH2:25]([O:27][C:28]1[N:33]=[CH:32][C:31]([C:34]2([OH:40])[CH2:35][CH2:36][N:37]([CH2:2][C:3]([C:5]3[CH:10]=[CH:9][C:8]([O:11][Si:12]([CH:19]([CH3:21])[CH3:20])([CH:16]([CH3:18])[CH3:17])[CH:13]([CH3:15])[CH3:14])=[C:7]([CH3:22])[CH:6]=3)=[O:4])[CH2:38][CH2:39]2)=[CH:30][CH:29]=1)[CH3:26]. (4) Given the reactants C[O:2][C:3]([CH:5]1[CH:9]([C:10](OC)=[O:11])[CH2:8][N:7]([CH2:14][C:15]2[CH:20]=[CH:19][CH:18]=[CH:17][CH:16]=2)[CH2:6]1)=O.[H-].[H-].[H-].[H-].[Li+].[Al+3], predict the reaction product. The product is: [CH2:14]([N:7]1[CH2:8][CH:9]([CH2:10][OH:11])[CH:5]([CH2:3][OH:2])[CH2:6]1)[C:15]1[CH:16]=[CH:17][CH:18]=[CH:19][CH:20]=1. (5) Given the reactants [CH2:1]1[O:17][C:16]2[C:3](=[CH:4][C:5]3[CH:6]=[C:7]([CH2:20][NH:21][CH2:22][CH2:23][CH2:24][CH2:25]CC(O)=O)[C:8]4[C:13]([C:14]=3[CH:15]=2)=[CH:12][C:11]([O:18][CH3:19])=[CH:10][CH:9]=4)[O:2]1.[CH2:30]1OC2C(=CC3C=C(C(O)=O)C4C(C=3C=2)=CC(OC)=CC=4)[O:31]1.N, predict the reaction product. The product is: [CH2:1]1[O:17][C:16]2[C:3](=[CH:4][C:5]3[CH:6]=[C:7]([CH2:20][N:21]4[CH2:25][CH2:24][CH2:23][C@@H:22]4[CH2:30][OH:31])[C:8]4[C:13]([C:14]=3[CH:15]=2)=[CH:12][C:11]([O:18][CH3:19])=[CH:10][CH:9]=4)[O:2]1. (6) Given the reactants CC(C)([O-])C.[Na+].[CH2:7]([C@@H:14]1[NH:19][CH2:18][CH2:17][N:16]([C:20]2[CH:28]=[C:27]3[C:23]([C:24]([CH2:33][CH3:34])=[N:25][N:26]3[CH:29]3[CH2:32][CH2:31][CH2:30]3)=[CH:22][CH:21]=2)[CH2:15]1)[C:8]1[CH:13]=[CH:12][CH:11]=[CH:10][CH:9]=1.Br[C:36]1[CH:37]=[N:38][CH:39]=[CH:40][CH:41]=1, predict the reaction product. The product is: [CH2:7]([C@@H:14]1[N:19]([C:36]2[CH:37]=[N:38][CH:39]=[CH:40][CH:41]=2)[CH2:18][CH2:17][N:16]([C:20]2[CH:28]=[C:27]3[C:23]([C:24]([CH2:33][CH3:34])=[N:25][N:26]3[CH:29]3[CH2:30][CH2:31][CH2:32]3)=[CH:22][CH:21]=2)[CH2:15]1)[C:8]1[CH:9]=[CH:10][CH:11]=[CH:12][CH:13]=1. (7) Given the reactants [CH2:1]([O:8][C:9](=[O:15])[CH2:10][CH2:11][CH2:12][CH2:13]O)[C:2]1[CH:7]=[CH:6][CH:5]=[CH:4][CH:3]=1.C1(P(C2C=CC=CC=2)C2C=CC=CC=2)C=CC=CC=1.C(Br)(Br)(Br)[Br:36], predict the reaction product. The product is: [CH2:1]([O:8][C:9](=[O:15])[CH2:10][CH2:11][CH2:12][CH2:13][Br:36])[C:2]1[CH:7]=[CH:6][CH:5]=[CH:4][CH:3]=1. (8) Given the reactants [F:1][C:2]1[CH:3]=[C:4]([C:9]2[C:17]3[C:12](=[CH:13][C:14]([OH:18])=[CH:15][CH:16]=3)[C:11](=[O:19])[C:10]=2[C:20]2[CH:21]=[N:22][CH:23]=[CH:24][CH:25]=2)[CH:5]=[C:6]([F:8])[CH:7]=1.Br[C:27]1[C:28](=O)[C:29]2[C:34](C=1C1C=CC=CC=1)=[CH:33][CH:32]=[C:31](O)[CH:30]=2.C1(CCO)CCCCC1.C1C=CC(P(C2C=CC=CC=2)C2C=CC=CC=2)=CC=1.CC(OC(/N=N/C(OC(C)C)=O)=O)C, predict the reaction product. The product is: [CH:29]1([CH2:28][CH2:27][O:18][C:14]2[CH:13]=[C:12]3[C:17]([C:9]([C:4]4[CH:3]=[C:2]([F:1])[CH:7]=[C:6]([F:8])[CH:5]=4)=[C:10]([C:20]4[CH:21]=[N:22][CH:23]=[CH:24][CH:25]=4)[C:11]3=[O:19])=[CH:16][CH:15]=2)[CH2:34][CH2:33][CH2:32][CH2:31][CH2:30]1.